From a dataset of Catalyst prediction with 721,799 reactions and 888 catalyst types from USPTO. Predict which catalyst facilitates the given reaction. (1) Reactant: [Cl:1][C:2]1[CH:18]=[CH:17][C:5]2[CH2:6][CH2:7][N:8]([C:11](=[O:16])[C:12]([F:15])([F:14])[F:13])[CH2:9][CH2:10][C:4]=2[C:3]=1[NH:19][CH2:20][C:21]1[CH:26]=[CH:25][C:24]([O:27]C)=[CH:23][CH:22]=1.B(Br)(Br)Br. Product: [Cl:1][C:2]1[CH:18]=[CH:17][C:5]2[CH2:6][CH2:7][N:8]([C:11](=[O:16])[C:12]([F:14])([F:13])[F:15])[CH2:9][CH2:10][C:4]=2[C:3]=1[NH:19][CH2:20][C:21]1[CH:22]=[CH:23][C:24]([OH:27])=[CH:25][CH:26]=1. The catalyst class is: 2. (2) Reactant: C(OC([NH:8][CH2:9][C:10]([O:12][C@H:13]1[CH2:17][CH2:16][CH2:15][C@@H:14]1[NH:18][C:19]1[CH:24]=[C:23]([N:25]2[C:33]3[CH2:32][C:31]([CH3:35])([CH3:34])[CH2:30][C:29](=[O:36])[C:28]=3[C:27]([CH3:37])=[N:26]2)[CH:22]=[C:21]([F:38])[C:20]=1[C:39](=[O:41])[NH2:40])=[O:11])=O)(C)(C)C.CS(O)(=O)=O. Product: [NH2:8][CH2:9][C:10]([O:12][C@H:13]1[CH2:17][CH2:16][CH2:15][C@@H:14]1[NH:18][C:19]1[CH:24]=[C:23]([N:25]2[C:33]3[CH2:32][C:31]([CH3:34])([CH3:35])[CH2:30][C:29](=[O:36])[C:28]=3[C:27]([CH3:37])=[N:26]2)[CH:22]=[C:21]([F:38])[C:20]=1[C:39](=[O:41])[NH2:40])=[O:11]. The catalyst class is: 12. (3) Reactant: [CH2:1]([O:8][C:9](=[O:48])[CH2:10][CH2:11][C:12]([O:14][C:15]1([CH2:28][O:29][C:30]2[CH:35]=[CH:34][C:33]([N:36]3[CH2:40][C@H:39]([CH2:41][NH:42][C:43](=[O:45])[CH3:44])[O:38][C:37]3=[O:46])=[CH:32][C:31]=2[F:47])[CH2:20][CH2:19][N:18](OC(C)(C)C)[C:17](=C=O)[CH2:16]1)=[O:13])[C:2]1[CH:7]=[CH:6][CH:5]=[CH:4][CH:3]=1. Product: [CH2:1]([O:8][C:9](=[O:48])[CH2:10][CH2:11][C:12]([O:14][C:15]1([CH2:28][O:29][C:30]2[CH:35]=[CH:34][C:33]([N:36]3[CH2:40][C@H:39]([CH2:41][NH:42][C:43](=[O:45])[CH3:44])[O:38][C:37]3=[O:46])=[CH:32][C:31]=2[F:47])[CH2:20][CH2:19][NH:18][CH2:17][CH2:16]1)=[O:13])[C:2]1[CH:3]=[CH:4][CH:5]=[CH:6][CH:7]=1. The catalyst class is: 55. (4) Reactant: [N:1]1([CH2:10][C:11]2[CH:20]=[CH:19][C:14]([C:15]([O:17]C)=[O:16])=[CH:13][CH:12]=2)[C:5]2[CH:6]=[CH:7][CH:8]=[CH:9][C:4]=2[N:3]=[CH:2]1.[Li+].[OH-].Cl. Product: [N:1]1([CH2:10][C:11]2[CH:20]=[CH:19][C:14]([C:15]([OH:17])=[O:16])=[CH:13][CH:12]=2)[C:5]2[CH:6]=[CH:7][CH:8]=[CH:9][C:4]=2[N:3]=[CH:2]1. The catalyst class is: 12. (5) Reactant: [CH2:1]([O:3][C:4](=[O:28])[C:5]([O:8][C:9]1[CH:14]=[CH:13][C:12]([Cl:15])=[CH:11][C:10]=1[CH:16]=[C:17]1[C:25]2[C:20](=[CH:21][C:22]([Cl:26])=[CH:23][CH:24]=2)[NH:19][C:18]1=[O:27])([CH3:7])[CH3:6])[CH3:2].[C:29]([O:33][C:34](O[C:34]([O:33][C:29]([CH3:32])([CH3:31])[CH3:30])=[O:35])=[O:35])([CH3:32])([CH3:31])[CH3:30]. Product: [C:29]([O:33][C:34]([N:19]1[C:20]2[C:25](=[CH:24][CH:23]=[C:22]([Cl:26])[CH:21]=2)[C:17](=[CH:16][C:10]2[CH:11]=[C:12]([Cl:15])[CH:13]=[CH:14][C:9]=2[O:8][C:5]([C:4]([O:3][CH2:1][CH3:2])=[O:28])([CH3:7])[CH3:6])[C:18]1=[O:27])=[O:35])([CH3:32])([CH3:31])[CH3:30]. The catalyst class is: 112. (6) Reactant: [Cl:1][C:2]1[CH:7]=[CH:6][C:5]([CH2:8][OH:9])=[CH:4][C:3]=1[O:10][CH2:11][CH2:12][F:13]. Product: [Cl:1][C:2]1[CH:7]=[CH:6][C:5]([CH:8]=[O:9])=[CH:4][C:3]=1[O:10][CH2:11][CH2:12][F:13]. The catalyst class is: 704. (7) Reactant: [OH:1][C@H:2]([C:30]1[CH:35]=[CH:34][C:33]([O:36][CH3:37])=[CH:32][CH:31]=1)[C@H:3]([NH:14][C:15](=[O:29])[C@@H:16]([NH:19][C:20](=[O:28])[CH2:21][N:22]1[CH2:27][CH2:26][O:25][CH2:24][CH2:23]1)[CH2:17][OH:18])[C:4]([O:6]CC1C=CC=CC=1)=[O:5]. Product: [OH:1][C@H:2]([C:30]1[CH:31]=[CH:32][C:33]([O:36][CH3:37])=[CH:34][CH:35]=1)[C@H:3]([NH:14][C:15](=[O:29])[C@@H:16]([NH:19][C:20](=[O:28])[CH2:21][N:22]1[CH2:27][CH2:26][O:25][CH2:24][CH2:23]1)[CH2:17][OH:18])[C:4]([OH:6])=[O:5]. The catalyst class is: 123.